Task: Predict the reaction yield, written as a fraction of the theoretical maximum amount of product (1.0 means a 100% yield; for example, 0.34 means a 34% yield).. Dataset: Reaction yield outcomes from USPTO patents with 853,638 reactions The reactants are [Cl:1][C:2]1[CH:3]=[C:4]([N:8]2[N:12]=[N:11][C:10]([CH:13]=O)=[N:9]2)[CH:5]=[CH:6][CH:7]=1.[CH2:15]([O:17][C:18]([N:20]1[CH2:25][CH2:24][NH:23][CH2:22][CH2:21]1)=[O:19])[CH3:16].C(O[BH-](OC(=O)C)OC(=O)C)(=O)C.[Na+].C(OCC)(=O)C. The catalyst is ClCCCl. The product is [Cl:1][C:2]1[CH:3]=[C:4]([N:8]2[N:12]=[N:11][C:10]([CH2:13][N:23]3[CH2:22][CH2:21][N:20]([C:18]([O:17][CH2:15][CH3:16])=[O:19])[CH2:25][CH2:24]3)=[N:9]2)[CH:5]=[CH:6][CH:7]=1. The yield is 0.460.